Task: Predict which catalyst facilitates the given reaction.. Dataset: Catalyst prediction with 721,799 reactions and 888 catalyst types from USPTO (1) Reactant: [CH3:1][N:2]1[C:10]2[C:5](=[CH:6][C:7]([N+:11]([O-])=O)=[CH:8][CH:9]=2)[C:4]2([CH2:15][CH2:14]2)[C:3]1=[O:16].O.O.Cl[Sn]Cl. Product: [NH2:11][C:7]1[CH:6]=[C:5]2[C:10](=[CH:9][CH:8]=1)[N:2]([CH3:1])[C:3](=[O:16])[C:4]12[CH2:14][CH2:15]1. The catalyst class is: 25. (2) Reactant: [CH2:1]([O:8][C:9](=[O:16])[C@@H:10]([NH:13][CH2:14][CH3:15])[CH2:11][CH3:12])[C:2]1[CH:7]=[CH:6][CH:5]=[CH:4][CH:3]=1.[C:17]([O:21][C:22](=[O:25])[CH2:23]Br)([CH3:20])([CH3:19])[CH3:18].C(=O)([O-])[O-].[K+].[K+].[I-].[Na+]. The catalyst class is: 9. Product: [CH2:1]([O:8][C:9](=[O:16])[C@@H:10]([N:13]([CH2:23][C:22]([O:21][C:17]([CH3:20])([CH3:19])[CH3:18])=[O:25])[CH2:14][CH3:15])[CH2:11][CH3:12])[C:2]1[CH:7]=[CH:6][CH:5]=[CH:4][CH:3]=1. (3) Reactant: [C:1](Cl)(=O)C.[CH3:5][S:6][C:7]1[C:8]2[N:15]=[C:14]([C:16]([OH:18])=[O:17])[S:13][C:9]=2[N:10]=[CH:11][N:12]=1. Product: [CH3:1][O:17][C:16]([C:14]1[S:13][C:9]2[N:10]=[CH:11][N:12]=[C:7]([S:6][CH3:5])[C:8]=2[N:15]=1)=[O:18]. The catalyst class is: 5. (4) The catalyst class is: 10. Product: [NH2:40][C:41]1[CH:49]=[CH:48][C:47]([Cl:51])=[C:46]2[C:42]=1[CH2:43][N:44]([CH2:53][CH2:54][O:55][CH3:56])[C:45]2=[O:52]. Reactant: NC1C=CC=C2C=1CN(CCOC)C2=O.C1C(=O)N(Cl)C(=O)C1.NC1C(Cl)=CC=C2C=1CN(CCOC)C2=O.[NH2:40][C:41]1[C:49](Cl)=[CH:48][C:47]([Cl:51])=[C:46]2[C:42]=1[CH2:43][N:44]([CH2:53][CH2:54][O:55][CH3:56])[C:45]2=[O:52]. (5) Reactant: [O:1]1[CH2:6][CH2:5][O:4][C:3]2[CH:7]=[C:8]([OH:11])[CH:9]=[CH:10][C:2]1=2.C([Mg]Cl)(C)C.[C:17]1([CH:23]([C:35]2[CH:40]=[CH:39][CH:38]=[CH:37][CH:36]=2)[N:24]2[C:32]3[C:27](=[N:28][CH:29]=[CH:30][CH:31]=3)[C:26](=[O:33])[C:25]2=[O:34])[CH:22]=[CH:21][CH:20]=[CH:19][CH:18]=1.[Cl-].[NH4+]. Product: [C:35]1([CH:23]([C:17]2[CH:22]=[CH:21][CH:20]=[CH:19][CH:18]=2)[N:24]2[C:32]3[C:27](=[N:28][CH:29]=[CH:30][CH:31]=3)[C:26]([OH:33])([C:9]3[C:8]([OH:11])=[CH:7][C:3]4[O:4][CH2:5][CH2:6][O:1][C:2]=4[CH:10]=3)[C:25]2=[O:34])[CH:36]=[CH:37][CH:38]=[CH:39][CH:40]=1. The catalyst class is: 217. (6) Reactant: [C:1]([NH:4][C@@H:5]1[C@@H:10]([O:11][C:12](=[O:14])[CH3:13])[C@H:9]([O:15][C:16](=[O:18])[CH3:17])[C@@H:8]([CH2:19][O:20][C:21](=[O:23])[CH3:22])[O:7][C@H:6]1[O:24][C@@H:25]1[C@H:31]([O:32][CH2:33][C:34]2[CH:39]=[CH:38][CH:37]=[CH:36][CH:35]=2)[C@@H:30]([O:40][CH2:41][C:42]2[CH:47]=[CH:46][CH:45]=[CH:44][CH:43]=2)[C@H:29]([CH3:48])[O:28][C@H:26]1[OH:27])(=[O:3])[CH3:2].[Cl:49][C:50]([Cl:54])([Cl:53])[C:51]#[N:52].C1CCN2C(=NCCC2)CC1. Product: [Cl:49][C:50]([Cl:54])([Cl:53])[C:51]([O:27][C@@H:26]1[O:28][C@@H:29]([CH3:48])[C@H:30]([O:40][CH2:41][C:42]2[CH:47]=[CH:46][CH:45]=[CH:44][CH:43]=2)[C@@H:31]([O:32][CH2:33][C:34]2[CH:39]=[CH:38][CH:37]=[CH:36][CH:35]=2)[C@H:25]1[O:24][C@@H:6]1[O:7][C@H:8]([CH2:19][O:20][C:21](=[O:23])[CH3:22])[C@@H:9]([O:15][C:16](=[O:18])[CH3:17])[C@H:10]([O:11][C:12](=[O:14])[CH3:13])[C@H:5]1[NH:4][C:1](=[O:3])[CH3:2])=[NH:52]. The catalyst class is: 2. (7) Reactant: [H-].[Na+].[Br:3][C:4]1[CH:13]=[C:12]2[C:7]([CH2:8][C:9]([CH2:16][O:17][Si:18]([C:21]([CH3:24])([CH3:23])[CH3:22])([CH3:20])[CH3:19])([CH3:15])[CH2:10][C:11]2=O)=[CH:6][CH:5]=1.[CH3:25]S(C)=O. Product: [Br:3][C:4]1[CH:13]=[C:12]2[C:7](=[CH:6][CH:5]=1)[CH2:8][C:9]([CH2:16][O:17][Si:18]([C:21]([CH3:24])([CH3:23])[CH3:22])([CH3:20])[CH3:19])([CH3:15])[CH2:10][C:11]2=[CH2:25]. The catalyst class is: 629. (8) Reactant: [Br:1][C:2]1[CH:10]=[CH:9][C:5]([C:6]([OH:8])=O)=[CH:4][C:3]=1[O:11][CH2:12][CH3:13].C[N:15](C=O)C.[C:19](Cl)(=[O:23])[C:20](Cl)=O. Product: [Br:1][C:2]1[CH:10]=[CH:9][C:5]([C:6]([NH:15][CH2:20][CH2:19][OH:23])=[O:8])=[CH:4][C:3]=1[O:11][CH2:12][CH3:13]. The catalyst class is: 4. (9) Reactant: [CH:1]1([C:4]2[N:8]([CH2:9][C:10]3[C:15]([F:16])=[CH:14][C:13]([O:17][CH2:18][CH3:19])=[CH:12][C:11]=3[F:20])[N:7]=[C:6]([C:21]3[N:26]=[C:25]([NH:27][C:28]4[CH:33]=[CH:32][N:31]=[CH:30][CH:29]=4)[C:24]([O:34][CH2:35][CH2:36][S:37]([CH3:39])=[O:38])=[CH:23][N:22]=3)[C:5]=2[CH3:40])[CH2:3][CH2:2]1.OO.N(C(OCC)=O)=NC(OCC)=[O:46]. Product: [CH:1]1([C:4]2[N:8]([CH2:9][C:10]3[C:11]([F:20])=[CH:12][C:13]([O:17][CH2:18][CH3:19])=[CH:14][C:15]=3[F:16])[N:7]=[C:6]([C:21]3[N:26]=[C:25]([NH:27][C:28]4[CH:33]=[CH:32][N:31]=[CH:30][CH:29]=4)[C:24]([O:34][CH2:35][CH2:36][S:37]([CH3:39])(=[O:46])=[O:38])=[CH:23][N:22]=3)[C:5]=2[CH3:40])[CH2:3][CH2:2]1. The catalyst class is: 7. (10) Reactant: [N+:1]([C:4]1[CH:27]=[CH:26][C:25]([N:28]2[CH2:33][CH2:32][CH2:31][CH2:30][CH2:29]2)=[CH:24][C:5]=1[C:6]([NH:8][C:9]1[N:13]=[CH:12][N:11]([C:14]2[CH:19]=[CH:18][CH:17]=[C:16]([C:20]([F:23])([F:22])[F:21])[CH:15]=2)[N:10]=1)=[O:7])([O-])=O. Product: [NH2:1][C:4]1[CH:27]=[CH:26][C:25]([N:28]2[CH2:33][CH2:32][CH2:31][CH2:30][CH2:29]2)=[CH:24][C:5]=1[C:6]([NH:8][C:9]1[N:13]=[CH:12][N:11]([C:14]2[CH:19]=[CH:18][CH:17]=[C:16]([C:20]([F:23])([F:21])[F:22])[CH:15]=2)[N:10]=1)=[O:7]. The catalyst class is: 19.